Task: Predict which catalyst facilitates the given reaction.. Dataset: Catalyst prediction with 721,799 reactions and 888 catalyst types from USPTO (1) Reactant: [CH2:1]([O:3][C:4]1[CH:5]=[C:6]2[C:11](=[C:12]3[CH2:16][C:15]([CH3:18])([CH3:17])[O:14][C:13]=13)[C:10]([C:19]1[CH:20]=[C:21]([NH2:25])[CH:22]=[CH:23][CH:24]=1)=[N:9][C:8]([CH3:27])([CH3:26])[CH2:7]2)[CH3:2].O.ON1C2C=CC=CC=2N=N1.[CH3:39][C:40]([O:43][C:44]([N:46]1[CH2:51][CH2:50][CH2:49][CH:48]([C:52](O)=[O:53])[CH2:47]1)=[O:45])([CH3:42])[CH3:41].Cl.C(N=C=NCCCN(C)C)C.C(N(CC)CC)C. Product: [CH2:1]([O:3][C:4]1[CH:5]=[C:6]2[C:11](=[C:12]3[CH2:16][C:15]([CH3:18])([CH3:17])[O:14][C:13]=13)[C:10]([C:19]1[CH:20]=[C:21]([NH:25][C:52]([CH:48]3[CH2:49][CH2:50][CH2:51][N:46]([C:44]([O:43][C:40]([CH3:42])([CH3:41])[CH3:39])=[O:45])[CH2:47]3)=[O:53])[CH:22]=[CH:23][CH:24]=1)=[N:9][C:8]([CH3:26])([CH3:27])[CH2:7]2)[CH3:2]. The catalyst class is: 35. (2) Product: [CH3:1][O:2][C:3]([C:5]1[C:6]([OH:31])=[C:7]2[C:12](=[C:13]([Br:32])[N:14]=1)[N:11]([CH2:15][C:16]1[CH:21]=[CH:20][CH:19]=[CH:18][CH:17]=1)[C:10](=[O:22])[C:9]([C:23]1[CH:24]=[CH:25][C:26]([O:29][CH3:30])=[CH:27][CH:28]=1)=[CH:8]2)=[O:4]. The catalyst class is: 2. Reactant: [CH3:1][O:2][C:3]([C:5]1[C:6]([OH:31])=[C:7]2[C:12](=[CH:13][N:14]=1)[N:11]([CH2:15][C:16]1[CH:21]=[CH:20][CH:19]=[CH:18][CH:17]=1)[C:10](=[O:22])[C:9]([C:23]1[CH:28]=[CH:27][C:26]([O:29][CH3:30])=[CH:25][CH:24]=1)=[CH:8]2)=[O:4].[Br:32]N1C(=O)CCC1=O. (3) Reactant: CON(C)[C:4]([C:6]1[C:7](=[O:18])[NH:8][C:9]2[C:14]([C:15]=1[OH:16])=[CH:13][C:12]([Cl:17])=[CH:11][CH:10]=2)=[O:5].CN(P(N(C)C)(N(C)C)=O)C.[CH2:31]([Mg]Cl)[CH3:32].Cl. Product: [Cl:17][C:12]1[CH:13]=[C:14]2[C:9](=[CH:10][CH:11]=1)[NH:8][C:7](=[O:18])[C:6]([C:4](=[O:5])[CH2:31][CH3:32])=[C:15]2[OH:16]. The catalyst class is: 1. (4) Reactant: Br[C:2]1[CH:9]=[C:8]([F:10])[CH:7]=[C:6]([N:11]2[N:20]=[CH:19][C:18]3[C:13](=[C:14]([F:25])[CH:15]=[C:16]([C:21]([CH3:24])([CH3:23])[CH3:22])[CH:17]=3)[C:12]2=[O:26])[C:3]=1[CH:4]=[O:5].[CH3:27][N:28]1[CH:33]=[C:32](B2OC(C)(C)C(C)(C)O2)[CH:31]=[C:30]([NH:43][C:44]2[CH:49]=[CH:48][C:47]([N:50]3[CH2:55][CH2:54][N:53]([CH:56]4[CH2:59][O:58][CH2:57]4)[CH2:52][CH2:51]3)=[CH:46][N:45]=2)[C:29]1=[O:60].C1COCC1. Product: [C:21]([C:16]1[CH:17]=[C:18]2[C:13](=[C:14]([F:25])[CH:15]=1)[C:12](=[O:26])[N:11]([C:6]1[CH:7]=[C:8]([F:10])[CH:9]=[C:2]([C:32]3[CH:31]=[C:30]([NH:43][C:44]4[CH:49]=[CH:48][C:47]([N:50]5[CH2:55][CH2:54][N:53]([CH:56]6[CH2:57][O:58][CH2:59]6)[CH2:52][CH2:51]5)=[CH:46][N:45]=4)[C:29](=[O:60])[N:28]([CH3:27])[CH:33]=3)[C:3]=1[CH:4]=[O:5])[N:20]=[CH:19]2)([CH3:24])([CH3:22])[CH3:23]. The catalyst class is: 263. (5) Reactant: [CH3:1][C:2]1[N:7]2[N:8]=[C:9]([NH2:11])[N:10]=[C:6]2[CH:5]=[C:4]([CH3:12])[CH:3]=1.Br[C:14]1[CH:19]=[CH:18][C:17]([N:20]2[CH:24]=[C:23]([CH3:25])[N:22]=[CH:21]2)=[C:16]([O:26][CH3:27])[CH:15]=1.C(Cl)Cl. Product: [CH3:1][C:2]1[N:7]2[N:8]=[C:9]([NH:11][C:14]3[CH:19]=[CH:18][C:17]([N:20]4[CH:24]=[C:23]([CH3:25])[N:22]=[CH:21]4)=[C:16]([O:26][CH3:27])[CH:15]=3)[N:10]=[C:6]2[CH:5]=[C:4]([CH3:12])[CH:3]=1. The catalyst class is: 61. (6) Reactant: [CH3:1][O:2][C:3]([C:5]1[CH:9]=[C:8]([CH:10]=[O:11])[S:7][CH:6]=1)=[O:4].[CH2:12]([Mg]Cl)[C:13]([CH3:16])([CH3:15])[CH3:14].O. Product: [CH3:1][O:2][C:3]([C:5]1[CH:9]=[C:8]([CH:10]([OH:11])[CH2:12][C:13]([CH3:16])([CH3:15])[CH3:14])[S:7][CH:6]=1)=[O:4]. The catalyst class is: 28.